From a dataset of Full USPTO retrosynthesis dataset with 1.9M reactions from patents (1976-2016). Predict the reactants needed to synthesize the given product. Given the product [NH2:15][C:4]1[C:5]2[N:9]=[C:8]([N:10]([CH3:11])[CH3:12])[N:7]([CH3:13])[C:6]=2[CH:14]=[C:2]([Br:1])[CH:3]=1, predict the reactants needed to synthesize it. The reactants are: [Br:1][C:2]1[CH:3]=[C:4]([N+:15]([O-])=O)[C:5]2[N:9]=[C:8]([N:10]([CH3:12])[CH3:11])[N:7]([CH3:13])[C:6]=2[CH:14]=1.